Dataset: Experimentally validated miRNA-target interactions with 360,000+ pairs, plus equal number of negative samples. Task: Binary Classification. Given a miRNA mature sequence and a target amino acid sequence, predict their likelihood of interaction. (1) The miRNA is hsa-miR-374b-3p with sequence CUUAGCAGGUUGUAUUAUCAUU. The protein sequence of the target gene is MAAGGAVAAAPECRLLPYALHKWSSFSSTYLPENILVDKPNDQSSRWSSESNYPPQYLILKLERPAIVQNITFGKYEKTHVCNLKKFKVFGGMNEENMTELLSSGLKNDYNKETFTLKHKIDEQMFPCRFIKIVPLLSWGPSFNFSIWYVELSGIDDPDIVQPCLNWYSKYREQEAIRLCLKHFRQHNYTEAFESLQKKTKIALEHPMLTDIHDKLVLKGDFDACEELIEKAVNDGLFNQYISQQEYKPRWSQIIPKSTKGDGEDNRPGMRGGHQMVIDVQTETVYLFGGWDGTQDLADF.... Result: 1 (interaction). (2) The miRNA is hsa-miR-3944-3p with sequence UUCGGGCUGGCCUGCUGCUCCGG. The protein sequence of the target gene is MANHAPFETDISTLTRFVMEQGRKAQGTGELTQLLNSLCTAIKAISSAVRQAGIAQLYGIAGSTNVTGDQVKKLDILSNDLVINMLKSSYATCVLVSEENTNAIIIEPEKRGKYVVCFDPLDGSSNIDCLVSIGTIFGIYRKKSTDEPSEKDALQPGRDLVAAGYALYGSATMLVLAMDCGVNCFMLDPSIGEFIMVDRDVKMKKKGNIYSLNEGYAKDFDPAINEYLQRKKFPPDGSAPYGARYVGSMVADIHRTLVYGGIFLYPANKKSPSGKLRLLYECNPIAYVMEKAGGLATTGD.... Result: 0 (no interaction). (3) The miRNA is mmu-miR-470-5p with sequence UUCUUGGACUGGCACUGGUGAGU. The protein sequence of the target gene is MQRSPPGYGAQDDPPARRDCAWAPGHGAAADTRGLAAGPAALAAPAAPASPPSPQRSPPRSPEPGRYGLSPAGRGERQAADESRIRRPMNAFMVWAKDERKRLAQQNPDLHNAVLSKMLGKAWKELNAAEKRPFVEEAERLRVQHLRDHPNYKYRPRRKKQARKARRLEPGLLLPGLAPPQPPPEPFPAASGSARAFRELPPLGAEFDGLGLPTPERSPLDGLEPGEAAFFPPPAAPEDCALRPFRAPYAPTELSRDPGGCYGAPLAEALRTAPPAAPLAGLYYGTLGTPGPYPGPLSPP.... Result: 0 (no interaction). (4) The miRNA is hsa-miR-6860 with sequence ACUGGGCAGGGCUGUGGUGAGU. The protein sequence of the target gene is MAQEEGGSLPEVRARVRAAHGIPDLAQKLHFYDRWAPDYDQDVATLLYRAPRLAVDCLTQALPGPPHSALILDVACGTGLVAAELRAPGFLQLHGVDGSPGMLEQAQAPGLYQRLSLCTLGQEPLPSPEGTFDAVLIVGALSDGQVPCNAIPELHVTKPGGLVCLTTRTNSSNLQYKEALEATLDRLEQAGMWEGLVAWPVDRLWTAGSWLPPSWRWYPASLPRMASSPALSTCTESGRRPRLRK. Result: 1 (interaction). (5) The miRNA is hsa-miR-7157-5p with sequence UCAGCAUUCAUUGGCACCAGAGA. The protein sequence of the target gene is MKPLLLLVAVALGLATVVSVVSAGPEAIECWFVEDAGGGGLSKKPATLLLRHGPRGPPPRPDLDPKLYFKVDDPAGMLLAAFRRYPAGASAPHCEMSRFIPFPASAKWARSLSPEQNCPRALDGDWLLVSVSSTLFSLSSLLRPQPEPLREPVVITMATVVLTVLTHNPAPRVQLGKDAVLDLRFAYAPSALEGSPSLDAGPPPFGLEWRRQHRGKGHLLLAATPGLAGRMPPAQEKATAFAAWDDDEPWGPWTGNGTFWLPAVKPSQEGVYLATVHLPYLQGQVSLELTVHKAPRVSLT.... Result: 0 (no interaction). (6) The miRNA is hsa-miR-449c-5p with sequence UAGGCAGUGUAUUGCUAGCGGCUGU. The protein sequence of the target gene is MAKSRRDRNSWGGFSEKSSDWSSEEEEPVRKAGPVQVLIVKDDHSFELDEAALNRILLSQAVRDKEVVAVSVAGAFRKGKSFLMDFMLRYMYNQESVDWVGDYNEPLTGFSWRGGSERETTGIQIWSEVFLINKLDGKKVAVLLMDTQGTFDSQSTLRDSATVFALSTMISSIQVYNLSQNVQEDDLQHLQLFTEYGRLAMEETFLKPFQSLIFLVRDWSFPYEFSYGADGGAKFLEKRLKVSGNQHEELQNVRKHIHSCFTNISCFLLPHPGLKVATNPNFDGKLKEIDDEFIKNLKIL.... Result: 0 (no interaction). (7) The miRNA is hsa-miR-8080 with sequence GAAGGACACUGGUGUCAACGGCU. The protein sequence of the target gene is MSQNLQETSQAYPRHRPGSHAGPKSLKVTPRATMYTFLPDNFSPAKPKPTKELRPLLCSAVLGLLLVLAAVVAWCYYSASLRKAERLRAELLDLNRGGFSIRNQKGEQVFRLAFRSGALDLDSCSRDGALLGCSRAADGRPLHFFIQTVRPKDTVMCYRVRWEEAVPGRAVEHAMFLGDAAAHWYGGAEMRTQHWPIRLDGQQEPQPFVTSDVYSSDAAFGGILERYWLSSRAAAIKVNDSVPFHLGWNSTERSMRLQARYHDTSYKPPAGRTAAPELSYRVCVGSDVTSIHKYMVRRYF.... Result: 0 (no interaction). (8) The miRNA is mmu-miR-876-5p with sequence UGGAUUUCUCUGUGAAUCACUA. The protein sequence of the target gene is MSISLSSLILLPIWINMAQIQQGGPDEKEKTTALKDLLSRIDLDELMKKDEPPLDFPDTLEGFEYAFNEKGQLRHIKTGEPFVFNYREDLHRWNQKRYEALGEIITKYVYELLEKDCNLKKVSIPVDATESEPKSFIFMSEDALTNPQKLMVLIHGSGVVRAGQWARRLIINEDLDSGTQIPFIKRAVAEGYGVIVLNPNENYIEVEKPKIHVQSSSDSSDEPAEKRERKDKVSKETKKRRDFYEKYRNPQREKEMMQLYIRENGSPEEHAIYVWDHFIAQAAAENVFFVAHSYGGLAFV.... Result: 0 (no interaction). (9) The miRNA is hsa-miR-501-3p with sequence AAUGCACCCGGGCAAGGAUUCU. The protein sequence of the target gene is MERARPEPPPQPRPLRPAPPPLPVEGTSFWAAAMEPPPSSPTLSAAASATLASSCGEAVASGLQPAVRRLLQVKPEQVLLLPQPQAQNEEAAASSAQARLLQFRPDLRLLQPPTASDGATSRPELHPVQPLALHVKAKKQKLGPSLDQSVGPRGAVETGPRASRVVKLEGPGPALGYFRGDEKGKLEAEEVMRDSMQGGAGKSPAAIREGVIKTEEPERLLEDCRLGAEPASNGLVHGSAEVILAPTSGAFGPHQQDLRIPLTLHTVPPGARIQFQGAPPSELIRLTKVPLTPVPTKMQS.... Result: 0 (no interaction).